From a dataset of Full USPTO retrosynthesis dataset with 1.9M reactions from patents (1976-2016). Predict the reactants needed to synthesize the given product. Given the product [NH2:8][C:9]1[C:10]2[C:17]([C:18]3[CH:23]=[CH:22][C:21]([Cl:24])=[C:20]([OH:25])[CH:19]=3)=[CH:16][N:15]([CH2:26][CH2:27][NH2:28])[C:11]=2[N:12]=[CH:13][N:14]=1, predict the reactants needed to synthesize it. The reactants are: C(O)(C(F)(F)F)=O.[NH2:8][C:9]1[C:10]2[C:17]([C:18]3[CH:23]=[CH:22][C:21]([Cl:24])=[C:20]([OH:25])[CH:19]=3)=[CH:16][N:15]([CH2:26][CH2:27][NH:28]C(=O)OC(C)(C)C)[C:11]=2[N:12]=[CH:13][N:14]=1.